From a dataset of Full USPTO retrosynthesis dataset with 1.9M reactions from patents (1976-2016). Predict the reactants needed to synthesize the given product. (1) Given the product [C:66]1([CH2:65][O:64][C:62]([N:56]2[CH2:61][CH2:60][N:59]([C:7]3[CH:24]=[CH:23][C:10]4[CH2:11][CH2:12][N:13]([C:16]([O:18][C:19]([CH3:22])([CH3:21])[CH3:20])=[O:17])[CH2:14][CH2:15][C:9]=4[CH:8]=3)[CH2:58][CH2:57]2)=[O:63])[CH:71]=[CH:70][CH:69]=[CH:68][CH:67]=1, predict the reactants needed to synthesize it. The reactants are: FC(F)(F)S(O[C:7]1[CH:24]=[CH:23][C:10]2[CH2:11][CH2:12][N:13]([C:16]([O:18][C:19]([CH3:22])([CH3:21])[CH3:20])=[O:17])[CH2:14][CH2:15][C:9]=2[CH:8]=1)(=O)=O.C(PC(C)(C)C)(C)(C)C.C1(C2C=CC=CC=2)C=CC=CC=1.P([O-])([O-])([O-])=O.[K+].[K+].[K+].[N:56]1([C:62]([O:64][CH2:65][C:66]2[CH:71]=[CH:70][CH:69]=[CH:68][CH:67]=2)=[O:63])[CH2:61][CH2:60][NH:59][CH2:58][CH2:57]1. (2) Given the product [CH2:5]([S:7]([C:10]1[CH:11]=[CH:12][C:13]([OH:34])=[C:14]([C:16]2[C:25]3[C:20](=[CH:21][CH:22]=[C:23]([C:26]4[CH:27]=[N:28][N:29]([CH3:31])[CH:30]=4)[CH:24]=3)[C:19](=[O:32])[N:18]([CH3:33])[CH:17]=2)[CH:15]=1)(=[O:8])=[O:9])[CH3:6], predict the reactants needed to synthesize it. The reactants are: B(Br)(Br)Br.[CH2:5]([S:7]([C:10]1[CH:11]=[CH:12][C:13]([O:34]C)=[C:14]([C:16]2[C:25]3[C:20](=[CH:21][CH:22]=[C:23]([C:26]4[CH:27]=[N:28][N:29]([CH3:31])[CH:30]=4)[CH:24]=3)[C:19](=[O:32])[N:18]([CH3:33])[CH:17]=2)[CH:15]=1)(=[O:9])=[O:8])[CH3:6]. (3) The reactants are: C[Si](C)(C)CCOC[N:7]1[C:11]([C:12]2[CH:13]=[CH:14][C:15]([O:18][C:19]3[CH:20]=[C:21]4[C:26](=[CH:27][CH:28]=3)[N:25]=[C:24]([CH:29]=O)[CH:23]=[CH:22]4)=[N:16][CH:17]=2)=[CH:10][CH:9]=[N:8]1.[CH2:33]1[NH:38][CH2:37][CH2:36][N:35]2[C:39](=[O:42])[CH2:40][CH2:41][CH:34]12.N1NC(C2C=CC(OC3C=C4C(=CC=3)N=C(CN3CCC(N5CCOC5=O)CC3)C=C4)=NC=2)=CC=1. Given the product [N:8]1[NH:7][C:11]([C:12]2[CH:13]=[CH:14][C:15]([O:18][C:19]3[CH:20]=[C:21]4[C:26](=[CH:27][CH:28]=3)[N:25]=[C:24]([CH2:29][N:38]3[CH2:37][CH2:36][N:35]5[C:39](=[O:42])[CH2:40][CH2:41][CH:34]5[CH2:33]3)[CH:23]=[CH:22]4)=[N:16][CH:17]=2)=[CH:10][CH:9]=1, predict the reactants needed to synthesize it. (4) The reactants are: [CH3:1][O:2][C:3]1[CH:8]=[CH:7][C:6]([C:9]2[C:17]3[C:12](=[C:13]([C:18]([F:21])([F:20])[F:19])[CH:14]=[CH:15][CH:16]=3)[NH:11][N:10]=2)=[C:5]([CH3:22])[CH:4]=1.[H-].[Na+].I[CH2:26][CH2:27][CH3:28]. Given the product [CH3:1][O:2][C:3]1[CH:8]=[CH:7][C:6]([C:9]2[C:17]3[C:12](=[C:13]([C:18]([F:21])([F:19])[F:20])[CH:14]=[CH:15][CH:16]=3)[N:11]([CH2:26][CH2:27][CH3:28])[N:10]=2)=[C:5]([CH3:22])[CH:4]=1, predict the reactants needed to synthesize it. (5) Given the product [Cl:37][C:14]1[CH:15]=[CH:16][C:11]([C:10]2[C:3]3[C:2]([NH:49][C:50]4[CH:55]=[CH:54][CH:53]=[C:52]([C:56]#[CH:57])[CH:51]=4)=[N:7][CH:6]=[N:5][C:4]=3[NH:8][CH:9]=2)=[CH:12][CH:13]=1, predict the reactants needed to synthesize it. The reactants are: Cl[C:2]1[C:3]2[C:10]([C:11]3[CH:16]=[CH:15][C:14](OC)=[CH:13][CH:12]=3)=[CH:9][NH:8][C:4]=2[N:5]=[CH:6][N:7]=1.C1(S(N2C3N=CN=C([Cl:37])C=3C(I)=C2)(=O)=O)C=CC=CC=1.ClC1C=CC(B(O)O)=CC=1.[NH2:49][C:50]1[CH:51]=[C:52]([C:56]#[CH:57])[CH:53]=[CH:54][CH:55]=1. (6) The reactants are: I[C:2]1[CH:7]=[CH:6][C:5]([C@H:8]2[CH2:13][CH2:12][C@H:11]([CH2:14][CH2:15][CH2:16][CH2:17][CH3:18])[CH2:10][CH2:9]2)=[CH:4][CH:3]=1.[F:19][C:20]1[CH:21]=[C:22](B(O)O)[CH:23]=[CH:24][CH:25]=1.C(=O)([O-])[O-].[K+].[K+]. Given the product [F:19][C:20]1[CH:21]=[C:22]([C:2]2[CH:3]=[CH:4][C:5]([C@H:8]3[CH2:13][CH2:12][C@H:11]([CH2:14][CH2:15][CH2:16][CH2:17][CH3:18])[CH2:10][CH2:9]3)=[CH:6][CH:7]=2)[CH:23]=[CH:24][CH:25]=1, predict the reactants needed to synthesize it. (7) The reactants are: [C:1]1([NH:11][C:12](=[O:18])[CH2:13][CH2:14][C:15]([OH:17])=O)[C:10]2[C:5](=[CH:6][CH:7]=[CH:8][CH:9]=2)[CH:4]=[CH:3][CH:2]=1.C1CCC(N=C=NC2CCCCC2)CC1.[NH2:34][CH2:35][CH2:36][C:37]([OH:39])=[O:38]. Given the product [C:1]1([NH:11][C:12](=[O:18])[CH2:13][CH2:14][C:15]([NH:34][CH2:35][CH2:36][C:37]([OH:39])=[O:38])=[O:17])[C:10]2[C:5](=[CH:6][CH:7]=[CH:8][CH:9]=2)[CH:4]=[CH:3][CH:2]=1, predict the reactants needed to synthesize it. (8) Given the product [ClH:14].[CH3:40][N:39]([CH3:42])[C:37]1[C:36]2[C:31](=[CH:32][CH:33]=[CH:34][CH:35]=2)[N:30]=[C:29]([NH:28][C@@H:25]2[CH2:26][CH2:27][C@H:22]([NH:21][C:12](=[O:13])[C:11]3[CH:15]=[CH:16][CH:17]=[CH:18][C:10]=3[O:9][C:8]([F:20])([F:19])[F:7])[CH2:23][CH2:24]2)[N:38]=1, predict the reactants needed to synthesize it. The reactants are: CC(N(C)C)=O.[F:7][C:8]([F:20])([F:19])[O:9][C:10]1[CH:18]=[CH:17][CH:16]=[CH:15][C:11]=1[C:12]([Cl:14])=[O:13].[NH2:21][C@@H:22]1[CH2:27][CH2:26][C@H:25]([NH:28][C:29]2[N:38]=[C:37]([N:39]([CH2:42]C)[CH2:40]C)[C:36]3[C:31](=[CH:32][CH:33]=[CH:34][CH:35]=3)[N:30]=2)[CH2:24][CH2:23]1. (9) Given the product [Cl:8][C:9]1[CH:10]=[C:11]([C:17]2([C:34]([F:36])([F:37])[F:35])[O:21][N:20]=[C:19]([C:22]3[CH:23]=[C:24]4[C:28](=[CH:29][CH:30]=3)[C:27]3([CH2:33][N:32]([C:72](=[O:73])[CH2:71][S:68]([CH3:67])(=[O:70])=[O:69])[CH2:31]3)[O:26][CH2:25]4)[O:18]2)[CH:12]=[C:13]([Cl:16])[C:14]=1[F:15], predict the reactants needed to synthesize it. The reactants are: FC(F)(F)C(O)=O.[Cl:8][C:9]1[CH:10]=[C:11]([C:17]2([C:34]([F:37])([F:36])[F:35])[O:21][N:20]=[C:19]([C:22]3[CH:23]=[C:24]4[C:28](=[CH:29][CH:30]=3)[C:27]3([CH2:33][NH:32][CH2:31]3)[O:26][CH2:25]4)[O:18]2)[CH:12]=[C:13]([Cl:16])[C:14]=1[F:15].C(N(CC)CC)C.CCN=C=NCCCN(C)C.Cl.C1C=CC2N(O)N=NC=2C=1.[CH3:67][S:68]([CH2:71][C:72](O)=[O:73])(=[O:70])=[O:69]. (10) Given the product [CH3:26][O:25][C:19]1[CH:18]=[C:17]([C:6]2[C:7]([C:8]3[C:13]([F:14])=[CH:12][C:11]([F:15])=[CH:10][C:9]=3[F:16])=[C:2]([O:35][CH3:34])[N:3]=[N:4][C:5]=2[C:27]2[CH:32]=[CH:31][CH:30]=[CH:29][C:28]=2[F:33])[CH:22]=[C:21]([O:23][CH3:24])[CH:20]=1, predict the reactants needed to synthesize it. The reactants are: Cl[C:2]1[N:3]=[N:4][C:5]([C:27]2[CH:32]=[CH:31][CH:30]=[CH:29][C:28]=2[F:33])=[C:6]([C:17]2[CH:22]=[C:21]([O:23][CH3:24])[CH:20]=[C:19]([O:25][CH3:26])[CH:18]=2)[C:7]=1[C:8]1[C:13]([F:14])=[CH:12][C:11]([F:15])=[CH:10][C:9]=1[F:16].[CH3:34][O-:35].[Na+].